From a dataset of NCI-60 drug combinations with 297,098 pairs across 59 cell lines. Regression. Given two drug SMILES strings and cell line genomic features, predict the synergy score measuring deviation from expected non-interaction effect. Drug 1: C1=CC(=CC=C1CC(C(=O)O)N)N(CCCl)CCCl.Cl. Drug 2: COCCOC1=C(C=C2C(=C1)C(=NC=N2)NC3=CC=CC(=C3)C#C)OCCOC.Cl. Cell line: SR. Synergy scores: CSS=57.2, Synergy_ZIP=8.06, Synergy_Bliss=10.4, Synergy_Loewe=-8.86, Synergy_HSA=10.4.